Task: Predict the product of the given reaction.. Dataset: Forward reaction prediction with 1.9M reactions from USPTO patents (1976-2016) (1) The product is: [Br:1][C:2]1[CH:11]=[CH:10][C:5]2[C:6](=[O:8])[CH2:15][S:12](=[O:14])(=[O:13])[C:4]=2[CH:3]=1. Given the reactants [Br:1][C:2]1[CH:11]=[CH:10][C:5]([C:6]([O:8]C)=O)=[C:4]([S:12]([CH3:15])(=[O:14])=[O:13])[CH:3]=1.[H-].[Na+].O, predict the reaction product. (2) Given the reactants C(N(CC)CC)C.[CH2:8]([O:15][C:16]1[CH:25]=[C:24]2[C:19]([C:20](Cl)=[C:21]([N+:26]([O-:28])=[O:27])[CH:22]=[N:23]2)=[CH:18][CH:17]=1)[C:9]1[CH:14]=[CH:13][CH:12]=[CH:11][CH:10]=1.[O:30]([CH2:37][CH2:38][NH2:39])[C:31]1[CH:36]=[CH:35][CH:34]=[CH:33][CH:32]=1.O, predict the reaction product. The product is: [CH2:8]([O:15][C:16]1[CH:25]=[C:24]2[C:19]([C:20]([NH:39][CH2:38][CH2:37][O:30][C:31]3[CH:36]=[CH:35][CH:34]=[CH:33][CH:32]=3)=[C:21]([N+:26]([O-:28])=[O:27])[CH:22]=[N:23]2)=[CH:18][CH:17]=1)[C:9]1[CH:14]=[CH:13][CH:12]=[CH:11][CH:10]=1.